This data is from Forward reaction prediction with 1.9M reactions from USPTO patents (1976-2016). The task is: Predict the product of the given reaction. (1) Given the reactants [NH2:1][NH2:2].[CH3:3][N:4]1[CH2:9][CH2:8][N:7]([S:10]([C:13]2[CH:14]=[N:15][CH:16]=[C:17]([CH:22]=2)[C:18](OC)=[O:19])(=[O:12])=[O:11])[CH2:6][CH2:5]1, predict the reaction product. The product is: [CH3:3][N:4]1[CH2:9][CH2:8][N:7]([S:10]([C:13]2[CH:14]=[N:15][CH:16]=[C:17]([CH:22]=2)[C:18]([NH:1][NH2:2])=[O:19])(=[O:12])=[O:11])[CH2:6][CH2:5]1. (2) Given the reactants [NH:1]1[C:9]2[C:4](=[C:5]([C:10]3[N:11]=[C:12]([N:22]4[CH2:27][CH2:26][O:25][CH2:24][CH2:23]4)[C:13]4[CH:18]=[C:17]([C:19]([OH:21])=O)[S:16][C:14]=4[N:15]=3)[CH:6]=[CH:7][CH:8]=2)[CH:3]=[N:2]1.Cl.[CH2:29]([NH2:31])[CH3:30], predict the reaction product. The product is: [CH2:29]([NH:31][C:19]([C:17]1[S:16][C:14]2[N:15]=[C:10]([C:5]3[CH:6]=[CH:7][CH:8]=[C:9]4[C:4]=3[CH:3]=[N:2][NH:1]4)[N:11]=[C:12]([N:22]3[CH2:23][CH2:24][O:25][CH2:26][CH2:27]3)[C:13]=2[CH:18]=1)=[O:21])[CH3:30]. (3) Given the reactants Cl.Cl.[NH2:3][CH2:4][C:5]([NH:7][C@@H:8]1[CH2:12][CH2:11][N:10]([CH2:13][C:14]2[C:22]3[C:17](=[CH:18][CH:19]=[CH:20][CH:21]=3)[NH:16][CH:15]=2)[CH2:9]1)=[O:6].[F:23][C:24]([F:37])([F:36])[O:25][C:26]1[CH:34]=[C:30]([C:31](O)=[O:32])[C:29]([NH2:35])=[CH:28][CH:27]=1.ON1C2C=CC=CC=2N=N1.Cl.C(N=C=NCCCN(C)C)C, predict the reaction product. The product is: [NH2:35][C:29]1[CH:28]=[CH:27][C:26]([O:25][C:24]([F:23])([F:36])[F:37])=[CH:34][C:30]=1[C:31]([NH:3][CH2:4][C:5]([NH:7][C@@H:8]1[CH2:12][CH2:11][N:10]([CH2:13][C:14]2[C:22]3[C:17](=[CH:18][CH:19]=[CH:20][CH:21]=3)[NH:16][CH:15]=2)[CH2:9]1)=[O:6])=[O:32]. (4) Given the reactants [CH3:1][C:2]1[CH:18]=[CH:17][C:5]([CH2:6][S:7]([CH2:10][CH2:11][N:12]2[CH2:16][CH2:15][CH2:14][CH2:13]2)(=[O:9])=[O:8])=[CH:4][CH:3]=1.[CH3:19][I:20], predict the reaction product. The product is: [I-:20].[CH3:19][N+:12]1([CH2:11][CH2:10][S:7]([CH2:6][C:5]2[CH:4]=[CH:3][C:2]([CH3:1])=[CH:18][CH:17]=2)(=[O:8])=[O:9])[CH2:13][CH2:14][CH2:15][CH2:16]1. (5) Given the reactants [OH-].[NH3+:2]N.Cl.[Br:5][C:6]1[N:11]=[C:10]([C:12]([NH2:14])=[NH:13])[CH:9]=[CH:8][C:7]=1[CH3:15].[CH3:16][CH2:17][C:18](=O)[C:19](=O)[CH2:20][CH3:21].O, predict the reaction product. The product is: [Br:5][C:6]1[N:11]=[C:10]([C:12]2[N:14]=[N:2][C:19]([CH2:20][CH3:21])=[C:18]([CH2:17][CH3:16])[N:13]=2)[CH:9]=[CH:8][C:7]=1[CH3:15]. (6) Given the reactants P(Cl)(Cl)(Cl)=O.[CH2:6]([N:13]1[CH:22]=[CH:21][C:20]2[C:15](=[CH:16][CH:17]=[CH:18][CH:19]=2)[C:14]1=[O:23])[C:7]1[CH:12]=[CH:11][CH:10]=[CH:9][CH:8]=1.CN([CH:27]=[O:28])C, predict the reaction product. The product is: [CH2:6]([N:13]1[CH:22]=[C:21]([CH:27]=[O:28])[C:20]2[C:15](=[CH:16][CH:17]=[CH:18][CH:19]=2)[C:14]1=[O:23])[C:7]1[CH:8]=[CH:9][CH:10]=[CH:11][CH:12]=1.